This data is from Reaction yield outcomes from USPTO patents with 853,638 reactions. The task is: Predict the reaction yield, written as a fraction of the theoretical maximum amount of product (1.0 means a 100% yield; for example, 0.34 means a 34% yield). (1) The reactants are [F:1][C:2]1[CH:7]=[CH:6][C:5]([C:8]2[O:9][CH:10]=[C:11]([C:13]([CH3:17])([CH3:16])[CH2:14][NH2:15])[N:12]=2)=[CH:4][CH:3]=1.[F:18][C:19]([F:37])([F:36])[C:20]([C:22]1[S:26][C:25]([C:27]2[CH:28]=[C:29]([CH:33]=[CH:34][CH:35]=2)[C:30](O)=[O:31])=[N:24][CH:23]=1)=[O:21]. No catalyst specified. The product is [F:1][C:2]1[CH:3]=[CH:4][C:5]([C:8]2[O:9][CH:10]=[C:11]([C:13]([CH3:17])([CH3:16])[CH2:14][NH:15][C:30](=[O:31])[C:29]3[CH:33]=[CH:34][CH:35]=[C:27]([C:25]4[S:26][C:22]([C:20](=[O:21])[C:19]([F:37])([F:18])[F:36])=[CH:23][N:24]=4)[CH:28]=3)[N:12]=2)=[CH:6][CH:7]=1. The yield is 0.0300. (2) The reactants are [CH3:1][O:2][C:3](=[O:47])[NH:4][CH:5]([C:9]([N:11]1[CH2:15][CH2:14][CH2:13][CH:12]1[C:16]1[NH:17][C:18]([C:21]2[CH:30]=[CH:29][C:28]3[C:23](=[CH:24][CH:25]=[C:26]([C:31]4[CH:36]=[CH:35][C:34]([C:37]5[NH:38][C:39]([CH:42]6[CH2:46][CH2:45][CH2:44][NH:43]6)=[N:40][CH:41]=5)=[CH:33][CH:32]=4)[CH:27]=3)[CH:22]=2)=[CH:19][N:20]=1)=[O:10])[CH:6]([CH3:8])[CH3:7].[CH3:48][O:49][C:50]([NH:52][C@@H:53]([C:57]1[CH:62]=[CH:61][CH:60]=[CH:59][CH:58]=1)[C:54](O)=[O:55])=[O:51].CN(C(ON1N=NC2C=CC=NC1=2)=[N+](C)C)C.F[P-](F)(F)(F)(F)F.[O-]P([O-])([O-])=O.[K+].[K+].[K+]. The catalyst is C(Cl)Cl. The product is [CH3:1][O:2][C:3](=[O:47])[NH:4][CH:5]([C:9]([N:11]1[CH2:15][CH2:14][CH2:13][CH:12]1[C:16]1[NH:17][C:18]([C:21]2[CH:30]=[CH:29][C:28]3[C:23](=[CH:24][CH:25]=[C:26]([C:31]4[CH:36]=[CH:35][C:34]([C:37]5[NH:38][C:39]([C@@H:42]6[CH2:46][CH2:45][CH2:44][N:43]6[C:54](=[O:55])[CH:53]([NH:52][C:50]([O:49][CH3:48])=[O:51])[C:57]6[CH:62]=[CH:61][CH:60]=[CH:59][CH:58]=6)=[N:40][CH:41]=5)=[CH:33][CH:32]=4)[CH:27]=3)[CH:22]=2)=[CH:19][N:20]=1)=[O:10])[CH:6]([CH3:8])[CH3:7]. The yield is 0.650. (3) The reactants are Cl.[Cl:2][C:3]1[CH:4]=[C:5]([CH:15]([NH2:17])[CH3:16])[CH:6]=[N:7][C:8]=1[O:9][CH2:10][C:11]([F:14])([F:13])[F:12].[NH2:18][C:19]1[N:24]=[C:23]([C:25](O)=[O:26])[CH:22]=[C:21]([CH3:28])[N:20]=1. No catalyst specified. The product is [NH2:18][C:19]1[N:24]=[C:23]([C:25]([NH:17][CH:15]([C:5]2[CH:6]=[N:7][C:8]([O:9][CH2:10][C:11]([F:12])([F:13])[F:14])=[C:3]([Cl:2])[CH:4]=2)[CH3:16])=[O:26])[CH:22]=[C:21]([CH3:28])[N:20]=1. The yield is 0.520. (4) The reactants are [CH2:1]([C:4]1[CH:10]=[CH:9][C:7]([NH2:8])=[CH:6][C:5]=1[N+:11]([O-:13])=[O:12])[CH2:2][CH3:3].[CH3:14][C:15]([O:18][C:19](O[C:19]([O:18][C:15]([CH3:17])([CH3:16])[CH3:14])=[O:20])=[O:20])([CH3:17])[CH3:16]. The catalyst is N1C=CC=CC=1.C(Cl)Cl. The product is [C:15]([O:18][C:19](=[O:20])[NH:8][C:7]1[CH:9]=[CH:10][C:4]([CH2:1][CH2:2][CH3:3])=[C:5]([N+:11]([O-:13])=[O:12])[CH:6]=1)([CH3:17])([CH3:16])[CH3:14]. The yield is 0.870. (5) The reactants are [C:1]([O:5][C:6]([N:8]1[CH2:12][CH2:11][CH2:10][CH:9]1[C:13]1[NH:14][C:15]([C:18]2[CH:19]=[CH:20][C:21]3[C:25]4[CH:26]=[CH:27][C:28](Br)=[CH:29][C:24]=4[S:23][C:22]=3[CH:31]=2)=[CH:16][N:17]=1)=[O:7])([CH3:4])([CH3:3])[CH3:2].C(OC([N:39]1[CH:44]([C:45]2[NH:49][C:48]3[CH:50]=[C:51](B4OC(C)(C)C(C)(C)O4)[CH:52]=[CH:53][C:47]=3[N:46]=2)[CH:43]2[CH2:63][CH:40]1[CH2:41][CH2:42]2)=O)(C)(C)C.[C:64](=[O:67])([O-:66])[O-].[K+].[K+]. The catalyst is COCCOC.C(OCC)(=O)C.C1C=CC(P(C2C=CC=CC=2)[C-]2C=CC=C2)=CC=1.C1C=CC(P(C2C=CC=CC=2)[C-]2C=CC=C2)=CC=1.Cl[Pd]Cl.[Fe+2].C1C=CC([P]([Pd]([P](C2C=CC=CC=2)(C2C=CC=CC=2)C2C=CC=CC=2)([P](C2C=CC=CC=2)(C2C=CC=CC=2)C2C=CC=CC=2)[P](C2C=CC=CC=2)(C2C=CC=CC=2)C2C=CC=CC=2)(C2C=CC=CC=2)C2C=CC=CC=2)=CC=1. The product is [C:1]([O:66][C:64]([N:39]1[CH:44]([C:45]2[NH:46][C:47]3[CH:53]=[C:52]([C:28]4[CH:27]=[CH:26][C:25]5[C:21]6[CH:20]=[CH:19][C:18]([C:15]7[NH:14][C:13]([CH:9]8[CH2:10][CH2:11][CH2:12][N:8]8[C:6]([O:5][C:1]([CH3:4])([CH3:3])[CH3:2])=[O:7])=[N:17][CH:16]=7)=[CH:31][C:22]=6[S:23][C:24]=5[CH:29]=4)[CH:51]=[CH:50][C:48]=3[N:49]=2)[CH:43]2[CH2:63][CH:40]1[CH2:41][CH2:42]2)=[O:67])([CH3:4])([CH3:3])[CH3:2]. The yield is 0.700. (6) The yield is 0.700. The catalyst is C1COCC1.O. The product is [Cl:1][C:2]1[C:7]2[CH2:8][CH2:9][N:10]([CH2:25][C:24]([N:23]([CH2:28][CH3:29])[CH2:21][CH3:22])=[O:27])[C:6]=2[CH:5]=[CH:4][N:3]=1. The reactants are [Cl:1][C:2]1[C:7]2[CH2:8][CH2:9][NH:10][C:6]=2[CH:5]=[CH:4][N:3]=1.[Li+].C[Si]([N-][Si](C)(C)C)(C)C.[CH2:21]([N:23]([CH2:28][CH3:29])[C:24](=[O:27])[CH2:25]Cl)[CH3:22]. (7) The reactants are [C:1]([C:3]1[CH:4]=[CH:5][C:6]([NH:25][C:26]2[CH:31]=[C:30]([Cl:32])[CH:29]=[C:28]([Cl:33])[CH:27]=2)=[C:7]([S:9]([N:12]2[CH2:17][CH2:16][N:15](C(OC(C)(C)C)=O)[CH2:14][CH2:13]2)(=[O:11])=[O:10])[CH:8]=1)#[N:2].Cl. The catalyst is O1CCOCC1. The product is [ClH:32].[Cl:32][C:30]1[CH:31]=[C:26]([NH:25][C:6]2[CH:5]=[CH:4][C:3]([C:1]#[N:2])=[CH:8][C:7]=2[S:9]([N:12]2[CH2:13][CH2:14][NH:15][CH2:16][CH2:17]2)(=[O:11])=[O:10])[CH:27]=[C:28]([Cl:33])[CH:29]=1. The yield is 0.979.